From a dataset of NCI-60 drug combinations with 297,098 pairs across 59 cell lines. Regression. Given two drug SMILES strings and cell line genomic features, predict the synergy score measuring deviation from expected non-interaction effect. Cell line: RPMI-8226. Drug 2: C1CN(P(=O)(OC1)NCCCl)CCCl. Drug 1: CS(=O)(=O)CCNCC1=CC=C(O1)C2=CC3=C(C=C2)N=CN=C3NC4=CC(=C(C=C4)OCC5=CC(=CC=C5)F)Cl. Synergy scores: CSS=6.71, Synergy_ZIP=-1.69, Synergy_Bliss=2.57, Synergy_Loewe=2.43, Synergy_HSA=2.41.